Dataset: Peptide-MHC class I binding affinity with 185,985 pairs from IEDB/IMGT. Task: Regression. Given a peptide amino acid sequence and an MHC pseudo amino acid sequence, predict their binding affinity value. This is MHC class I binding data. (1) The peptide sequence is VTFFCVMTY. The MHC is HLA-B15:01 with pseudo-sequence HLA-B15:01. The binding affinity (normalized) is 0.287. (2) The peptide sequence is WTEMAEAEY. The MHC is Mamu-A01 with pseudo-sequence Mamu-A01. The binding affinity (normalized) is 0.0167. (3) The peptide sequence is ALERLLSLKK. The MHC is HLA-A33:01 with pseudo-sequence HLA-A33:01. The binding affinity (normalized) is 0.149. (4) The peptide sequence is NFGTIILNK. The MHC is HLA-A03:01 with pseudo-sequence HLA-A03:01. The binding affinity (normalized) is 0.334. (5) The peptide sequence is FIYFGKKQY. The MHC is HLA-A02:01 with pseudo-sequence HLA-A02:01. The binding affinity (normalized) is 0.0847. (6) The binding affinity (normalized) is 0.0679. The MHC is HLA-B44:02 with pseudo-sequence HLA-B44:02. The peptide sequence is QVPLRPMTYK. (7) The peptide sequence is HMMVIFRLM. The MHC is HLA-A24:02 with pseudo-sequence HLA-A24:02. The binding affinity (normalized) is 0.379. (8) The peptide sequence is FVANFSMEL. The MHC is HLA-A02:03 with pseudo-sequence HLA-A02:03. The binding affinity (normalized) is 0.893. (9) The peptide sequence is SPTPGPSNA. The MHC is HLA-B15:01 with pseudo-sequence HLA-B15:01. The binding affinity (normalized) is 0.213.